This data is from Forward reaction prediction with 1.9M reactions from USPTO patents (1976-2016). The task is: Predict the product of the given reaction. The product is: [OH:1][C@H:2]([C:18]1[CH:23]=[CH:22][CH:21]=[CH:20][CH:19]=1)[CH2:3][CH2:4][CH2:5][CH2:6][N:7]1[C:8](=[O:17])[C:9]2[C:14](=[CH:13][CH:12]=[CH:11][CH:10]=2)[C:15]1=[O:16].[C:24]([O:1][C@@H:2]([C:18]1[CH:23]=[CH:22][CH:21]=[CH:20][CH:19]=1)[CH2:3][CH2:4][CH2:5][CH2:6][N:7]1[C:8](=[O:17])[C:9]2[C:14](=[CH:13][CH:12]=[CH:11][CH:10]=2)[C:15]1=[O:16])(=[O:26])[CH3:25]. Given the reactants [OH:1][CH:2]([C:18]1[CH:23]=[CH:22][CH:21]=[CH:20][CH:19]=1)[CH2:3][CH2:4][CH2:5][CH2:6][N:7]1[C:15](=[O:16])[C:14]2[C:9](=[CH:10][CH:11]=[CH:12][CH:13]=2)[C:8]1=[O:17].[C:24](OC=C)(=[O:26])[CH3:25], predict the reaction product.